From a dataset of Forward reaction prediction with 1.9M reactions from USPTO patents (1976-2016). Predict the product of the given reaction. (1) Given the reactants [CH3:1][N:2]([CH3:11])[C:3]1[CH:10]=[CH:9][C:6]([C:7]#[N:8])=[CH:5][CH:4]=1.N1C=CC=CC=1.[Br:18]Br, predict the reaction product. The product is: [Br:18][C:4]1[CH:5]=[C:6]([CH:9]=[CH:10][C:3]=1[N:2]([CH3:11])[CH3:1])[C:7]#[N:8]. (2) Given the reactants [NH2:1][C:2]1[N:6]([CH:7]2[CH2:12][CH2:11][S:10][CH2:9][CH2:8]2)[N:5]=[CH:4][C:3]=1[C:13]([NH2:15])=[O:14].CO[C:18]([C@H:20]1[C@H:24]([CH3:25])[CH2:23][N:22]([CH2:26][C:27]2[CH:32]=[CH:31][CH:30]=[CH:29][CH:28]=2)[CH2:21]1)=O, predict the reaction product. The product is: [CH2:26]([N:22]1[CH2:23][C@@H:24]([CH3:25])[C@H:20]([C:18]2[NH:15][C:13](=[O:14])[C:3]3[CH:4]=[N:5][N:6]([CH:7]4[CH2:12][CH2:11][S:10][CH2:9][CH2:8]4)[C:2]=3[N:1]=2)[CH2:21]1)[C:27]1[CH:32]=[CH:31][CH:30]=[CH:29][CH:28]=1.